The task is: Predict the product of the given reaction.. This data is from Forward reaction prediction with 1.9M reactions from USPTO patents (1976-2016). (1) The product is: [C@H:12]1([NH:21][C:2]2[CH:3]=[N:4][C:5]([C:8]([F:11])([F:10])[F:9])=[N:6][CH:7]=2)[C:20]2[C:15](=[CH:16][CH:17]=[CH:18][CH:19]=2)[CH2:14][CH2:13]1. Given the reactants F[C:2]1[CH:3]=[N:4][C:5]([C:8]([F:11])([F:10])[F:9])=[N:6][CH:7]=1.[C@H:12]1([NH2:21])[C:20]2[C:15](=[CH:16][CH:17]=[CH:18][CH:19]=2)[CH2:14][CH2:13]1.C1(C(N)C2CCCCC2)CCCCC1, predict the reaction product. (2) Given the reactants Br[C:2]1[S:3][C:4]([Cl:12])=[C:5](Cl)[C:6]=1[C:7](=[O:10])[CH2:8][Cl:9].[Cl:13]C1SC(Cl)=CC=1.ClCC(Cl)=O, predict the reaction product. The product is: [Cl:9][CH2:8][C:7]([C:6]1[CH:5]=[C:4]([Cl:12])[S:3][C:2]=1[Cl:13])=[O:10].